This data is from Experimentally validated miRNA-target interactions with 360,000+ pairs, plus equal number of negative samples. The task is: Binary Classification. Given a miRNA mature sequence and a target amino acid sequence, predict their likelihood of interaction. (1) The protein sequence of the target gene is MLKPSVTSAPTADMATLTVVQPLTLDRDVARAIELLEKLQESGEVPVHKLQSLKKVLQSEFCTAIREVYQYMHETITVNGCPEFRARATAKATVAAFAASEGHSHPRVVELPKTDEGLGFNVMGGKEQNSPIYISRIIPGGVAERHGGLKRGDQLLSVNGVSVEGEHHEKAVELLKAAKDSVKLVVRYTPKVLEEMEARFEKLRTARRRQQQQLLIQQQQQQQQQQPQQNHMS. Result: 0 (no interaction). The miRNA is rno-miR-433-3p with sequence AUCAUGAUGGGCUCCUCGGUGU. (2) The miRNA is mmu-miR-203-3p with sequence GUGAAAUGUUUAGGACCACUAG. The protein sequence of the target gene is MARAGSCGGAAAGAGRPEPWELSLEEVLKAYEQPLNEEQAWAVCFQGCRGLRGSPGRRLRDTGDLLLRGDGSVGAREPEAAEPATMVVPLASSEAQTVQSLGFAIYRALDWGLDESEERELSPQLERLIDLMANNDSEDSGCGAADEGYGGPEEEEEAEGVPRSVRTFAQAMRLCAARLTDPRGAQAHYQAVCRALFVETLELRAFLARVREAKEMLQKLREDEPHLETPRAELDSLGHTDWARLWVQLMRELRRGVKLKKVQEQEFNPLPTEFQLTPFEMLMQDIRARNYKLRKVMVDG.... Result: 0 (no interaction). (3) The protein sequence of the target gene is MAEVQVLVLDGRGHLLGRLAAIVAKQVLLGRKVVVVRCEGINISGNFYRNKLKYLAFLRKRMNTNPSRGPYHFRAPSRIFWRTVRGMLPHKTKRGQAALDRLKVFDGIPPPYDKKKRMVVPAALKVVRLKPTRKFAYLGRLAHEVGWKYQAVTATLEEKRKEKAKIHYRKKKQLMRLRKQAEKNVEKKIDKYTEVLKTHGLLV. Result: 0 (no interaction). The miRNA is hsa-miR-548m with sequence CAAAGGUAUUUGUGGUUUUUG.